From a dataset of Catalyst prediction with 721,799 reactions and 888 catalyst types from USPTO. Predict which catalyst facilitates the given reaction. (1) Reactant: N1CCCCC1.C1C2C(COC(=O)[NH:23][C:24]([C:27](=[O:62])[NH:28][C@H:29]3[CH2:34][CH2:33][CH2:32][N:31]([CH2:35][C:36]4[CH:41]=[CH:40][C:39]([C:42](=[O:57])[NH:43][CH2:44][C:45]5[CH:50]=[C:49]([Cl:51])[CH:48]=[CH:47][C:46]=5[S:52]([CH2:55][CH3:56])(=[O:54])=[O:53])=[CH:38][C:37]=4[C:58]([F:61])([F:60])[F:59])[CH2:30]3)([CH3:26])[CH3:25])C3C(=CC=CC=3)C=2C=CC=1. Product: [NH2:23][C:24]([CH3:25])([CH3:26])[C:27]([NH:28][C@H:29]1[CH2:34][CH2:33][CH2:32][N:31]([CH2:35][C:36]2[CH:41]=[CH:40][C:39]([C:42]([NH:43][CH2:44][C:45]3[CH:50]=[C:49]([Cl:51])[CH:48]=[CH:47][C:46]=3[S:52]([CH2:55][CH3:56])(=[O:54])=[O:53])=[O:57])=[CH:38][C:37]=2[C:58]([F:59])([F:60])[F:61])[CH2:30]1)=[O:62]. The catalyst class is: 2. (2) Reactant: C[Si](C)(C)[N-][Si](C)(C)C.[Na+].[Cl-].[CH3:12][O:13][CH2:14][P+](C1C=CC=CC=1)(C1C=CC=CC=1)C1C=CC=CC=1.[N:34]1[CH:39]=[CH:38][N:37]=[CH:36][C:35]=1[C:40]1[CH:47]=[CH:46][C:43]([CH:44]=O)=[CH:42][CH:41]=1. Product: [CH3:12][O:13]/[CH:14]=[CH:44]/[C:43]1[CH:46]=[CH:47][C:40]([C:35]2[CH:36]=[N:37][CH:38]=[CH:39][N:34]=2)=[CH:41][CH:42]=1. The catalyst class is: 1. (3) Reactant: [CH3:1][O:2][C:3]1[CH:8]=[CH:7][CH:6]=[CH:5][C:4]=1[N:9]1[CH2:14][CH2:13][N:12]([CH2:15][CH2:16][CH2:17][CH2:18][N:19]2[C:23](=[O:24])[CH2:22][NH:21][C:20]2=[O:25])[CH2:11][CH2:10]1.[H-].[Na+].[F:28][CH2:29][CH2:30]OS(C1C=CC(C)=CC=1)(=O)=O. Product: [F:28][CH2:29][CH2:30][N:21]1[CH2:22][C:23](=[O:24])[N:19]([CH2:18][CH2:17][CH2:16][CH2:15][N:12]2[CH2:11][CH2:10][N:9]([C:4]3[CH:5]=[CH:6][CH:7]=[CH:8][C:3]=3[O:2][CH3:1])[CH2:14][CH2:13]2)[C:20]1=[O:25]. The catalyst class is: 3. (4) Reactant: [CH3:1][C:2]1[S:9][C:8]2[CH:7]=[C:6]([C:10]([O:12][CH2:13][CH3:14])=[O:11])[NH:5][C:4]=2[CH:3]=1.[Br:15]N1C(=O)CCC1=O.O. Product: [Br:15][C:7]1[C:8]2[S:9][C:2]([CH3:1])=[CH:3][C:4]=2[NH:5][C:6]=1[C:10]([O:12][CH2:13][CH3:14])=[O:11]. The catalyst class is: 7.